Dataset: Full USPTO retrosynthesis dataset with 1.9M reactions from patents (1976-2016). Task: Predict the reactants needed to synthesize the given product. (1) Given the product [Br:7][C:8]1[C:13]([CH2:3][NH2:4])=[CH:12][C:11]([C:15]2[CH:20]=[CH:19][C:18]([Cl:21])=[CH:17][CH:16]=2)=[CH:10][N:9]=1, predict the reactants needed to synthesize it. The reactants are: C=O.[C:3]([BH3-])#[N:4].[Na+].[Br:7][C:8]1[C:13](N)=[CH:12][C:11]([C:15]2[CH:20]=[CH:19][C:18]([Cl:21])=[CH:17][CH:16]=2)=[CH:10][N:9]=1.Cl.C(=O)([O-])[O-].[Na+].[Na+]. (2) Given the product [CH3:38][O:37]/[N:39]=[C:1](/[C:4]1[CH:5]=[C:6]([C:22]([NH:24][CH2:25][C:26]2[CH:31]=[CH:30][C:29]([S:32]([CH3:35])(=[O:33])=[O:34])=[CH:28][CH:27]=2)=[O:23])[C:7](=[O:21])[N:8]([C:11]2[CH:16]=[CH:15][CH:14]=[C:13]([C:17]([F:19])([F:18])[F:20])[CH:12]=2)[C:9]=1[CH3:10])\[CH3:2], predict the reactants needed to synthesize it. The reactants are: [C:1]([C:4]1[CH:5]=[C:6]([C:22]([NH:24][CH2:25][C:26]2[CH:31]=[CH:30][C:29]([S:32]([CH3:35])(=[O:34])=[O:33])=[CH:28][CH:27]=2)=[O:23])[C:7](=[O:21])[N:8]([C:11]2[CH:16]=[CH:15][CH:14]=[C:13]([C:17]([F:20])([F:19])[F:18])[CH:12]=2)[C:9]=1[CH3:10])(=O)[CH3:2].Cl.[O:37]([NH2:39])[CH3:38].C(=O)([O-])[O-].[K+].[K+].Cl. (3) Given the product [NH2:14][C:12]1[N:13]=[C:8]([C:4]2[CH:3]=[C:2]([NH:1][C:25](=[O:26])[CH:24]([C:21]3[CH:22]=[CH:23][C:18]([Cl:17])=[CH:19][CH:20]=3)[OH:28])[CH:7]=[CH:6][CH:5]=2)[CH:9]=[C:10]([NH:15][CH3:16])[N:11]=1, predict the reactants needed to synthesize it. The reactants are: [NH2:1][C:2]1[CH:3]=[C:4]([C:8]2[N:13]=[C:12]([NH2:14])[N:11]=[C:10]([NH:15][CH3:16])[CH:9]=2)[CH:5]=[CH:6][CH:7]=1.[Cl:17][C:18]1[CH:23]=[CH:22][C:21]([CH:24]([OH:28])[C:25](O)=[O:26])=[CH:20][CH:19]=1.OC1C2N=NNC=2C=CC=1. (4) Given the product [OH:5][C:6]1[CH:11]=[CH:10][C:9]([C:12]([NH:13][C:14]2[S:15][CH:16]=[C:17]([S:19]([CH3:21])=[O:20])[N:18]=2)=[O:22])=[CH:8][CH:7]=1, predict the reactants needed to synthesize it. The reactants are: Cl.C([O:5][C:6]1[CH:11]=[CH:10][C:9]([C:12](=[O:22])[NH:13][C:14]2[S:15][CH:16]=[C:17]([S:19]([CH3:21])=[O:20])[N:18]=2)=[CH:8][CH:7]=1)(=O)C. (5) Given the product [CH2:4]1[NH:1][C:12](=[O:14])[CH2:11][N:6]2[C:7](=[O:10])[CH2:8][CH2:9][CH:5]12, predict the reactants needed to synthesize it. The reactants are: [N:1]([CH2:4][CH:5]1[CH2:9][CH2:8][C:7](=[O:10])[N:6]1[CH2:11][C:12]([O:14]C)=O)=[N+]=[N-]. (6) Given the product [OH:11][C:10]([CH:12]1[CH2:14][CH:13]1[C:15]#[N:16])([C:9]1[CH:17]=[CH:18][C:6]([C:5]([F:19])([F:20])[F:4])=[CH:7][CH:8]=1)[CH3:1], predict the reactants needed to synthesize it. The reactants are: [CH3:1][Mg]Br.[F:4][C:5]([F:20])([F:19])[C:6]1[CH:18]=[CH:17][C:9]([C:10]([CH:12]2[CH2:14][CH:13]2[C:15]#[N:16])=[O:11])=[CH:8][CH:7]=1. (7) The reactants are: [F:1][C:2]1[CH:7]=[CH:6][C:5]([CH2:8][C:9]2[CH:18]=[C:17]3[C:12]([C:13]([OH:25])=[C:14]([C:20](OCC)=[O:21])[C:15](=[O:19])[NH:16]3)=[N:11][CH:10]=2)=[CH:4][CH:3]=1.[CH3:26][CH:27]([NH2:30])[CH2:28][OH:29]. Given the product [F:1][C:2]1[CH:7]=[CH:6][C:5]([CH2:8][C:9]2[CH:18]=[C:17]3[C:12]([C:13]([OH:25])=[C:14]([C:20]([NH:30][CH:27]([CH3:26])[CH2:28][OH:29])=[O:21])[C:15](=[O:19])[NH:16]3)=[N:11][CH:10]=2)=[CH:4][CH:3]=1, predict the reactants needed to synthesize it.